Dataset: Peptide-MHC class I binding affinity with 185,985 pairs from IEDB/IMGT. Task: Regression. Given a peptide amino acid sequence and an MHC pseudo amino acid sequence, predict their binding affinity value. This is MHC class I binding data. (1) The peptide sequence is RRMATTFTF. The MHC is HLA-A02:06 with pseudo-sequence HLA-A02:06. The binding affinity (normalized) is 0.285. (2) The peptide sequence is QPWTPVSSF. The MHC is HLA-B58:01 with pseudo-sequence HLA-B58:01. The binding affinity (normalized) is 0.0890. (3) The peptide sequence is GRLITANPVV. The MHC is HLA-A30:01 with pseudo-sequence HLA-A30:01. The binding affinity (normalized) is 0.328.